Task: Predict the reactants needed to synthesize the given product.. Dataset: Full USPTO retrosynthesis dataset with 1.9M reactions from patents (1976-2016) (1) Given the product [C:1]([N:4]1[CH2:9][CH2:8][N:7]([C:10]2[N:15]=[C:14]3[C:13]([CH2:18][N:17]([CH:19]([CH3:20])[CH3:21])[C:16]3=[O:22])=[C:12]([N:23]3[CH2:27][CH2:26][CH2:25][C@@H:24]3[C:28]([N:31]3[C:39]4[C:34](=[CH:35][CH:36]=[CH:37][CH:38]=4)[CH2:33][CH2:32]3)=[O:29])[N:11]=2)[CH2:6][CH2:5]1)(=[O:3])[CH3:2], predict the reactants needed to synthesize it. The reactants are: [C:1]([N:4]1[CH2:9][CH2:8][N:7]([C:10]2[N:11]=[C:12]([N:23]3[CH2:27][CH2:26][CH2:25][C@@H:24]3[C:28](O)=[O:29])[C:13]3[CH2:18][N:17]([CH:19]([CH3:21])[CH3:20])[C:16](=[O:22])[C:14]=3[N:15]=2)[CH2:6][CH2:5]1)(=[O:3])[CH3:2].[NH:31]1[C:39]2[C:34](=[CH:35][CH:36]=[CH:37][CH:38]=2)[CH2:33][CH2:32]1.CN(C(ON1N=NC2C=CC=NC1=2)=[N+](C)C)C.F[P-](F)(F)(F)(F)F.CCN(C(C)C)C(C)C. (2) Given the product [F:1][C:2]1[C:7]([F:8])=[CH:6][CH:5]=[CH:4][C:3]=1[C:9]1[CH2:14][CH2:13][N:12]([CH2:15][CH2:16][CH3:17])[CH2:11][CH:10]=1, predict the reactants needed to synthesize it. The reactants are: [F:1][C:2]1[C:7]([F:8])=[CH:6][CH:5]=[CH:4][C:3]=1[C:9]1(O)[CH2:14][CH2:13][N:12]([CH2:15][CH2:16][CH3:17])[CH2:11][CH2:10]1. (3) Given the product [C:1]([O:5][C:6]([N:8]1[CH2:14][CH2:13][C:12]2[CH:15]=[CH:16][C:17]([NH:19][S:20]([C:23]3[CH:28]=[CH:27][C:26]([C:34]4[CH:33]=[CH:32][C:31]([Cl:30])=[C:36]([Cl:37])[CH:35]=4)=[CH:25][CH:24]=3)(=[O:22])=[O:21])=[CH:18][C:11]=2[CH2:10][CH2:9]1)=[O:7])([CH3:4])([CH3:3])[CH3:2], predict the reactants needed to synthesize it. The reactants are: [C:1]([O:5][C:6]([N:8]1[CH2:14][CH2:13][C:12]2[CH:15]=[CH:16][C:17]([NH:19][S:20]([C:23]3[CH:28]=[CH:27][C:26](I)=[CH:25][CH:24]=3)(=[O:22])=[O:21])=[CH:18][C:11]=2[CH2:10][CH2:9]1)=[O:7])([CH3:4])([CH3:3])[CH3:2].[Cl:30][C:31]1[CH:32]=[C:33](B(O)O)[CH:34]=[CH:35][C:36]=1[Cl:37]. (4) Given the product [CH2:7]([S:14][CH2:25][C:26]1[O:30][N:29]=[C:28]([C:31]([O:33][CH2:34][CH3:35])=[O:32])[CH:27]=1)[C:8]1[CH:13]=[CH:12][CH:11]=[CH:10][CH:9]=1, predict the reactants needed to synthesize it. The reactants are: C(=O)([O-])[O-].[K+].[K+].[CH2:7]([SH:14])[C:8]1[CH:13]=[CH:12][CH:11]=[CH:10][CH:9]=1.CN(C)C=O.CS(O[CH2:25][C:26]1[O:30][N:29]=[C:28]([C:31]([O:33][CH2:34][CH3:35])=[O:32])[CH:27]=1)(=O)=O.